Dataset: Reaction yield outcomes from USPTO patents with 853,638 reactions. Task: Predict the reaction yield, written as a fraction of the theoretical maximum amount of product (1.0 means a 100% yield; for example, 0.34 means a 34% yield). (1) The reactants are [CH:1]1[CH2:6][CH2:5][CH:4]=[CH:3][CH:2]=1.[Li]C(CC)C.CN(CCN(C)C)C.[CH3:20][C:21]([Si:24](Cl)([CH3:26])[CH3:25])([CH3:23])[CH3:22]. The catalyst is C1COCC1. The product is [C:21]([Si:24]([CH:2]1[CH:1]=[CH:6][CH2:5][CH:4]=[CH:3]1)([CH3:26])[CH3:25])([CH3:23])([CH3:22])[CH3:20]. The yield is 0.770. (2) The reactants are Br[C:2]1[S:6][C:5]([C:7](=[O:11])[CH2:8][CH2:9][CH3:10])=[CH:4][CH:3]=1.[NH:12]([CH3:14])[CH3:13]. The catalyst is O. The product is [CH3:13][N:12]([CH3:14])[C:2]1[S:6][C:5]([C:7](=[O:11])[CH2:8][CH2:9][CH3:10])=[CH:4][CH:3]=1. The yield is 0.940. (3) The reactants are [F:1][C:2]1[CH:7]=[CH:6][C:5]([C:8]2[C:9]([N:14]3[CH2:19][CH2:18][N:17]([CH2:20][C:21]4[CH:22]=[N:23][N:24]([CH2:26][CH2:27][NH:28][CH3:29])[CH:25]=4)[CH2:16][CH2:15]3)=[N:10][CH:11]=[CH:12][N:13]=2)=[CH:4][CH:3]=1.C(N(CC)CC)C.[CH3:37][S:38]([Cl:41])(=[O:40])=[O:39].[Cl-].[NH4+]. The catalyst is C(Cl)Cl.C(=O)(O)[O-].[Na+].CO. The product is [ClH:41].[F:1][C:2]1[CH:7]=[CH:6][C:5]([C:8]2[C:9]([N:14]3[CH2:19][CH2:18][N:17]([CH2:20][C:21]4[CH:22]=[N:23][N:24]([CH2:26][CH2:27][N:28]([CH3:29])[S:38]([CH3:37])(=[O:40])=[O:39])[CH:25]=4)[CH2:16][CH2:15]3)=[N:10][CH:11]=[CH:12][N:13]=2)=[CH:4][CH:3]=1. The yield is 0.970. (4) The catalyst is CO. The reactants are [OH-].[Na+].[CH2:3]([N:10]1[CH2:16][CH2:15][CH2:14][N:13]([C:17]2[N:22]=[C:21]([CH3:23])[C:20]([CH:24]([CH2:29][CH2:30][CH3:31])[C:25]([O:27]C)=[O:26])=[C:19]([C:32]3[CH:37]=[CH:36][C:35]([CH3:38])=[CH:34][CH:33]=3)[N:18]=2)[CH2:12][CH2:11]1)[C:4]1[CH:9]=[CH:8][CH:7]=[CH:6][CH:5]=1. The product is [CH2:3]([N:10]1[CH2:16][CH2:15][CH2:14][N:13]([C:17]2[N:22]=[C:21]([CH3:23])[C:20]([CH:24]([CH2:29][CH2:30][CH3:31])[C:25]([OH:27])=[O:26])=[C:19]([C:32]3[CH:33]=[CH:34][C:35]([CH3:38])=[CH:36][CH:37]=3)[N:18]=2)[CH2:12][CH2:11]1)[C:4]1[CH:5]=[CH:6][CH:7]=[CH:8][CH:9]=1. The yield is 0.250. (5) The reactants are [Cl:1][C:2]1[C:7]2[N:8]=[C:9]([CH3:11])[S:10][C:6]=2[C:5](I)=[CH:4][N:3]=1.C([O:16][B:17](OC(C)C)[O:18]C(C)C)(C)C.C([Li])CCC.Cl. The catalyst is C1COCC1. The product is [Cl:1][C:2]1[C:7]2[N:8]=[C:9]([CH3:11])[S:10][C:6]=2[C:5]([B:17]([OH:18])[OH:16])=[CH:4][N:3]=1. The yield is 0.300. (6) The reactants are C(OC([NH:8][C:9]([CH3:19])([C:11]([O:13][CH:14]1[CH2:18][CH2:17][CH2:16][CH2:15]1)=[O:12])[CH3:10])=O)(C)(C)C.[ClH:20]. The catalyst is C1COCC1.O1CCOCC1. The product is [ClH:20].[CH3:19][C:9]([C:11]([O:13][CH:14]1[CH2:15][CH2:16][CH2:17][CH2:18]1)=[O:12])([CH3:10])[NH2:8]. The yield is 0.820. (7) The reactants are [CH3:1][C:2]1[CH:11]=[C:10]2[C:5]([CH2:6][CH2:7][C:8](=[O:12])[NH:9]2)=[CH:4][C:3]=1[N+:13]([O-])=O.[H-].[Na+].[CH3:18]I.O. The catalyst is CN(C)C=O. The product is [NH2:13][C:3]1[CH:4]=[C:5]2[C:10](=[CH:11][C:2]=1[CH3:1])[N:9]([CH3:18])[C:8](=[O:12])[CH2:7][CH2:6]2. The yield is 0.610. (8) The reactants are Br[C:2]1[CH:24]=[N:23][C:5]2[N:6]([CH2:15][O:16][CH2:17][CH2:18][Si:19]([CH3:22])([CH3:21])[CH3:20])[C:7]3[CH:12]=[N:11][C:10]([C:13]#[N:14])=[CH:9][C:8]=3[C:4]=2[CH:3]=1.C([O-])=O.[NH4+]. The catalyst is O1CCCC1.[Zn]. The product is [CH3:20][Si:19]([CH3:22])([CH3:21])[CH2:18][CH2:17][O:16][CH2:15][N:6]1[C:7]2[CH:12]=[N:11][C:10]([C:13]#[N:14])=[CH:9][C:8]=2[C:4]2[CH:3]=[CH:2][CH:24]=[N:23][C:5]1=2. The yield is 0.800. (9) The reactants are [Mg].Br[CH2:3][CH2:4]Br.[CH3:6][C:7]1[CH:12]=[CH:11][C:10](C)=[CH:9][C:8]=1[C:14]1[CH:19]=[CH:18][CH:17]=[C:16](C)[CH:15]=1.[C:21]([P:25]([C:27]([CH3:30])([CH3:29])[CH3:28])Cl)([CH3:24])([CH3:23])[CH3:22].[CH2:31]1[CH2:35]OC[CH2:32]1. The catalyst is [Cu]Cl. The product is [C:21]([P:25]([C:27]([CH3:30])([CH3:29])[CH3:28])[C:19]1[CH:18]=[CH:17][CH:16]=[CH:15][C:14]=1[C:8]1[C:7]([C:6]2[CH:4]=[CH:3][CH:35]=[CH:31][CH:32]=2)=[CH:12][CH:11]=[CH:10][CH:9]=1)([CH3:24])([CH3:23])[CH3:22]. The yield is 0.260. (10) The reactants are [Br:1][C:2]1[CH:7]=[CH:6][C:5]([C:8]2[O:12][N:11]=[CH:10][C:9]=2[CH2:13][CH2:14][C:15](OC)=[O:16])=[CH:4][CH:3]=1.[H-].C([Al+]CC(C)C)C(C)C.Cl. The catalyst is O1CCCC1. The product is [Br:1][C:2]1[CH:3]=[CH:4][C:5]([C:8]2[O:12][N:11]=[CH:10][C:9]=2[CH2:13][CH2:14][CH2:15][OH:16])=[CH:6][CH:7]=1. The yield is 0.970.